Dataset: Catalyst prediction with 721,799 reactions and 888 catalyst types from USPTO. Task: Predict which catalyst facilitates the given reaction. (1) Reactant: C([N:4]1[C:12]2[N:11]=[C:10]([CH2:13][CH3:14])[N:9]([CH3:15])[C:8]=2[C:7](=[O:16])[N:6]([CH2:17][C:18]2[CH:23]=[CH:22][C:21]([Cl:24])=[CH:20][CH:19]=2)[C:5]1=[O:25])C=C.C[N+]1([O-])CC[O:30]CC1.[CH3:34][C:35]([CH3:37])=[O:36]. Product: [Cl:24][C:21]1[CH:22]=[CH:23][C:18]([CH2:17][N:6]2[C:7](=[O:16])[C:8]3[N:9]([CH3:15])[C:10]([CH2:13][CH3:14])=[N:11][C:12]=3[N:4]([CH2:34][CH:35]([OH:36])[CH2:37][OH:30])[C:5]2=[O:25])=[CH:19][CH:20]=1. The catalyst class is: 771. (2) Reactant: C(C1[C:8]([C:9]([F:12])([F:11])[F:10])=[CH:7][CH:6]=[CH:5][N:4]=1)#N.[CH3:13][Mg]I.C([O:18][CH2:19][CH3:20])C.Cl. Product: [C:19]([C:20]1[C:8]([C:9]([F:12])([F:11])[F:10])=[CH:7][CH:6]=[CH:5][N:4]=1)(=[O:18])[CH3:13]. The catalyst class is: 1.